This data is from Aqueous solubility values for 9,982 compounds from the AqSolDB database. The task is: Regression/Classification. Given a drug SMILES string, predict its absorption, distribution, metabolism, or excretion properties. Task type varies by dataset: regression for continuous measurements (e.g., permeability, clearance, half-life) or binary classification for categorical outcomes (e.g., BBB penetration, CYP inhibition). For this dataset (solubility_aqsoldb), we predict Y. The molecule is CCCCC(CC)COCCCNC(=O)Nc1cccc2c(NC(=O)NCCCOCC(CC)CCCC)cccc12. The Y is -8.07 log mol/L.